This data is from Full USPTO retrosynthesis dataset with 1.9M reactions from patents (1976-2016). The task is: Predict the reactants needed to synthesize the given product. (1) Given the product [C:1]([O:5][C:6]([N:8]1[CH2:13][CH2:12][N:11]2[C:14](=[O:23])[N:15]([CH2:18][C:19]([F:21])([F:22])[F:20])[C:16](=[O:17])[C:10]2([CH2:40][C:35]2[CH:36]=[CH:37][CH:38]=[CH:39][N:34]=2)[CH2:9]1)=[O:7])([CH3:4])([CH3:2])[CH3:3], predict the reactants needed to synthesize it. The reactants are: [C:1]([O:5][C:6]([N:8]1[CH2:13][CH2:12][N:11]2[C:14](=[O:23])[N:15]([CH2:18][C:19]([F:22])([F:21])[F:20])[C:16](=[O:17])[CH:10]2[CH2:9]1)=[O:7])([CH3:4])([CH3:3])[CH3:2].C[Si]([N-][Si](C)(C)C)(C)C.[K+].[N:34]1[CH:39]=[CH:38][CH:37]=[CH:36][C:35]=1[CH2:40]Cl.Cl.C([O-])(O)=O.[Na+].N12CCN(CC1)CC2.C([O-])([O-])=O.[K+].[K+]. (2) Given the product [CH2:22]1[C:23]2([CH2:30][CH2:29][CH:28]([O:1][C:2]3[CH:3]=[C:4]4[C:9](=[CH:10][CH:11]=3)[O:8][C:7](=[O:12])[CH:6]=[CH:5]4)[CH2:27][CH2:26]2)[CH2:24][CH2:25][NH:20][CH2:21]1, predict the reactants needed to synthesize it. The reactants are: [OH:1][C:2]1[CH:3]=[C:4]2[C:9](=[CH:10][CH:11]=1)[O:8][C:7](=[O:12])[CH:6]=[CH:5]2.C(OC([N:20]1[CH2:25][CH2:24][C:23]2([CH2:30][CH2:29][CH:28](O)[CH2:27][CH2:26]2)[CH2:22][CH2:21]1)=O)(C)(C)C. (3) Given the product [S:1]1[CH:5]=[CH:4][C:3]2[CH:6]=[C:7]([C:10]3[C:15]([CH:16]([CH2:21][CH2:22][CH3:23])[C:17]([OH:19])=[O:18])=[C:14]([CH3:24])[N:13]=[C:12]([C:25]4[CH:26]=[CH:27][CH:28]=[CH:29][CH:30]=4)[N:11]=3)[CH:8]=[CH:9][C:2]1=2, predict the reactants needed to synthesize it. The reactants are: [S:1]1[CH:5]=[CH:4][C:3]2[CH:6]=[C:7]([C:10]3[C:15]([CH:16]([CH2:21][CH2:22][CH3:23])[C:17]([O:19]C)=[O:18])=[C:14]([CH3:24])[N:13]=[C:12]([C:25]4[CH:30]=[CH:29][CH:28]=[CH:27][CH:26]=4)[N:11]=3)[CH:8]=[CH:9][C:2]1=2.[OH-].[Na+]. (4) Given the product [Cl:5][C:6]1[CH:7]=[C:8]([CH:32]=[CH:33][CH:34]=1)[C:9]([N:11]=[C:12]([NH:23][C:24]1[CH:29]=[C:28]([F:30])[CH:27]=[C:26]([Cl:31])[CH:25]=1)[NH:13][C:14]1[CH:18]=[C:17]([C:19]([F:22])([F:20])[F:21])[NH:16][N:15]=1)=[O:10], predict the reactants needed to synthesize it. The reactants are: CC(C)=O.[Cl:5][C:6]1[CH:7]=[C:8]([CH:32]=[CH:33][CH:34]=1)[C:9]([N:11]=[C:12]([NH:23][C:24]1[CH:29]=[C:28]([F:30])[CH:27]=[C:26]([Cl:31])[CH:25]=1)[NH:13][C:14]1[CH:18]=[C:17]([C:19]([F:22])([F:21])[F:20])[NH:16][N:15]=1)=[O:10]. (5) Given the product [CH2:17]([CH:16]([C:15]1[C:10]2[N:11]([C:7]([C:5]3[S:6][C:2]([C:29]4[N:34]=[CH:33][CH:32]=[CH:31][N:30]=4)=[CH:3][C:4]=3[CH3:23])=[C:8]([CH3:22])[N:9]=2)[N:12]=[C:13]([CH3:21])[CH:14]=1)[CH2:19][CH3:20])[CH3:18], predict the reactants needed to synthesize it. The reactants are: Br[C:2]1[S:6][C:5]([C:7]2[N:11]3[N:12]=[C:13]([CH3:21])[CH:14]=[C:15]([CH:16]([CH2:19][CH3:20])[CH2:17][CH3:18])[C:10]3=[N:9][C:8]=2[CH3:22])=[C:4]([CH3:23])[CH:3]=1.C([Sn](CCCC)(CCCC)[C:29]1[N:34]=[CH:33][CH:32]=[CH:31][N:30]=1)CCC.N#N.C1([As](C2C=CC=CC=2)C2C=CC=CC=2)C=CC=CC=1. (6) Given the product [CH3:37][CH:38]([CH3:75])[C@H:39]([N:44]1[CH2:52][C:51]2[C:46](=[CH:47][C:48]([C:53]3[CH:58]=[CH:57][C:56]([NH:59][C:60](=[O:72])[C:61]4[CH:66]=[CH:65][C:64]([O:67][C:68]([F:71])([F:69])[F:70])=[CH:63][CH:62]=4)=[CH:55][C:54]=3[CH3:73])=[CH:49][CH:50]=2)[C:45]1=[O:74])[C:40]([OH:42])=[O:41], predict the reactants needed to synthesize it. The reactants are: C(C1C=CC(C(NC2C=CC(C3C=C4C(CN([C@@H](C(C)C)C(O)=O)C4=O)=CC=3)=NC=2)=O)=CC=1)(C)(C)C.[CH3:37][CH:38]([CH3:75])[C@H:39]([N:44]1[CH2:52][C:51]2[C:46](=[CH:47][C:48]([C:53]3[CH:58]=[CH:57][C:56]([NH:59][C:60](=[O:72])[C:61]4[CH:66]=[CH:65][C:64]([O:67][C:68]([F:71])([F:70])[F:69])=[CH:63][CH:62]=4)=[CH:55][C:54]=3[CH3:73])=[CH:49][CH:50]=2)[C:45]1=[O:74])[C:40]([O:42]C)=[O:41]. (7) Given the product [Cl:1][C:2]1[CH:3]=[C:4]([C:9]2([C:21]([F:22])([F:24])[F:23])[O:13][N:12]=[C:11]([C:14]3[CH:15]=[C:16]([NH:17][C:32]([NH:31][C:25]4[CH:30]=[CH:29][CH:28]=[CH:27][CH:26]=4)=[S:33])[CH:18]=[CH:19][CH:20]=3)[CH2:10]2)[CH:5]=[C:6]([Cl:8])[CH:7]=1, predict the reactants needed to synthesize it. The reactants are: [Cl:1][C:2]1[CH:3]=[C:4]([C:9]2([C:21]([F:24])([F:23])[F:22])[O:13][N:12]=[C:11]([C:14]3[CH:15]=[C:16]([CH:18]=[CH:19][CH:20]=3)[NH2:17])[CH2:10]2)[CH:5]=[C:6]([Cl:8])[CH:7]=1.[C:25]1([N:31]=[C:32]=[S:33])[CH:30]=[CH:29][CH:28]=[CH:27][CH:26]=1.C(=O)([O-])O.[Na+].